Dataset: Reaction yield outcomes from USPTO patents with 853,638 reactions. Task: Predict the reaction yield, written as a fraction of the theoretical maximum amount of product (1.0 means a 100% yield; for example, 0.34 means a 34% yield). The reactants are [C:1]([C:5]1[CH:6]=[C:7]([CH:12]=[C:13]([CH2:15]O)[CH:14]=1)[C:8]([O:10][CH3:11])=[O:9])([CH3:4])([CH3:3])[CH3:2].C(Br)(Br)(Br)[Br:18].C1(P(C2C=CC=CC=2)C2C=CC=CC=2)C=CC=CC=1. The yield is 0.990. The catalyst is ClCCl. The product is [Br:18][CH2:15][C:13]1[CH:12]=[C:7]([CH:6]=[C:5]([C:1]([CH3:4])([CH3:3])[CH3:2])[CH:14]=1)[C:8]([O:10][CH3:11])=[O:9].